This data is from Forward reaction prediction with 1.9M reactions from USPTO patents (1976-2016). The task is: Predict the product of the given reaction. (1) Given the reactants [NH2:1][C:2]1[CH:3]=[C:4]([CH:8]=[C:9]([N+:11]([O-:13])=[O:12])[CH:10]=1)[C:5]([OH:7])=[O:6].[CH2:14]1CCC(N=C=NC2CCCCC2)C[CH2:15]1, predict the reaction product. The product is: [CH2:14]([O:6][C:5](=[O:7])[C:4]1[CH:8]=[C:9]([N+:11]([O-:13])=[O:12])[CH:10]=[C:2]([NH2:1])[CH:3]=1)[CH3:15]. (2) Given the reactants [C:1]([O:5][C:6]([NH:8][C@@H:9]([CH2:13][CH2:14][CH2:15][CH2:16][CH2:17][C:18](=[O:21])[CH2:19][CH3:20])[C:10]([OH:12])=[O:11])=[O:7])([CH3:4])([CH3:3])[CH3:2].S(C)[CH3:23], predict the reaction product. The product is: [C:1]([O:5][C:6]([NH:8][C@@H:9]([CH2:13][CH2:14][CH2:15][CH2:16][CH2:17][CH:18]([OH:21])[CH2:19][CH3:20])[C:10]([O:12][CH3:23])=[O:11])=[O:7])([CH3:4])([CH3:3])[CH3:2]. (3) Given the reactants Cl[C:2]1[C:11]2[C:6](=[CH:7][C:8]([O:14][CH3:15])=[C:9]([O:12][CH3:13])[CH:10]=2)[N:5]=[CH:4][CH:3]=1.[OH:16][C:17]1[CH:18]=[C:19]([O:28][CH3:29])[C:20]([CH2:23][C:24]([O:26][CH3:27])=[O:25])=[N:21][CH:22]=1, predict the reaction product. The product is: [CH3:13][O:12][C:9]1[CH:10]=[C:11]2[C:6](=[CH:7][C:8]=1[O:14][CH3:15])[N:5]=[CH:4][CH:3]=[C:2]2[O:16][C:17]1[CH:18]=[C:19]([O:28][CH3:29])[C:20]([CH2:23][C:24]([O:26][CH3:27])=[O:25])=[N:21][CH:22]=1. (4) Given the reactants [O:1]=[C:2]1[CH2:7][CH2:6][CH2:5][CH2:4][N:3]1[C:8]([O:10][C:11]([CH3:14])([CH3:13])[CH3:12])=[O:9].C[Si]([N-][Si](C)(C)C)(C)C.[Na+].C1C=CC(S(N(S(C2C=CC=CC=2)(=O)=O)[F:35])(=O)=O)=CC=1, predict the reaction product. The product is: [F:35][CH:7]1[CH2:6][CH2:5][CH2:4][N:3]([C:8]([O:10][C:11]([CH3:14])([CH3:13])[CH3:12])=[O:9])[C:2]1=[O:1]. (5) Given the reactants [N:1]1[C:8]([Cl:9])=[N:7][C:5](Cl)=[N:4]C=1Cl.[NH3:10].[C:11](#[N:13])C, predict the reaction product. The product is: [NH2:10][C:5]1[N:4]=[C:11]([NH2:13])[N:1]=[C:8]([Cl:9])[N:7]=1.